The task is: Predict the product of the given reaction.. This data is from Forward reaction prediction with 1.9M reactions from USPTO patents (1976-2016). (1) Given the reactants [NH2:1][C@@H:2]1[CH2:7][CH2:6][CH2:5][CH2:4][C@H:3]1[OH:8].ClC(Cl)(O[C:13](=[O:19])OC(Cl)(Cl)Cl)Cl.C(Cl)Cl.[OH-].[NH4+:25], predict the reaction product. The product is: [NH:1]([C@@H:2]1[CH2:7][CH2:6][CH2:5][CH2:4][C@H:3]1[OH:8])[C:13]([NH2:25])=[O:19]. (2) Given the reactants C(OC(=O)COC1C=CC(Cl)=CC=1[C:16]#[C:17][Si:18]([CH3:21])([CH3:20])[CH3:19])(C)(C)C.Br[C:24]1[CH:29]=[C:28]([S:30]([CH2:33][CH2:34][CH3:35])(=[O:32])=[O:31])[CH:27]=[CH:26][C:25]=1[CH3:36], predict the reaction product. The product is: [CH3:19][Si:18]([CH3:21])([CH3:20])[C:17]#[C:16][C:24]1[CH:29]=[C:28]([S:30]([CH2:33][CH2:34][CH3:35])(=[O:32])=[O:31])[CH:27]=[CH:26][C:25]=1[CH3:36].